From a dataset of NCI-60 drug combinations with 297,098 pairs across 59 cell lines. Regression. Given two drug SMILES strings and cell line genomic features, predict the synergy score measuring deviation from expected non-interaction effect. Drug 1: CC=C1C(=O)NC(C(=O)OC2CC(=O)NC(C(=O)NC(CSSCCC=C2)C(=O)N1)C(C)C)C(C)C. Drug 2: C1=NNC2=C1C(=O)NC=N2. Cell line: MDA-MB-435. Synergy scores: CSS=62.2, Synergy_ZIP=2.79, Synergy_Bliss=2.28, Synergy_Loewe=-56.0, Synergy_HSA=2.22.